Task: Regression/Classification. Given a drug SMILES string, predict its toxicity properties. Task type varies by dataset: regression for continuous values (e.g., LD50, hERG inhibition percentage) or binary classification for toxic/non-toxic outcomes (e.g., AMES mutagenicity, cardiotoxicity, hepatotoxicity). Dataset: ld50_zhu.. Dataset: Acute oral toxicity (LD50) regression data from Zhu et al. (1) The drug is CC1=Nc2ccc(Cl)cc2S(=O)(=O)N1. The rat oral LD50 is 2.37, given as -log10 of the dose in mol/kg body weight (higher means more acutely toxic). (2) The compound is c1ccc(OCC2CO2)cc1. The rat oral LD50 is 1.59, given as -log10 of the dose in mol/kg body weight (higher means more acutely toxic). (3) The molecule is COc1c(Cl)ccc2[nH]c(C(F)(F)F)nc12. The rat oral LD50 is 4.90, given as -log10 of the dose in mol/kg body weight (higher means more acutely toxic). (4) The rat oral LD50 is 2.04, given as -log10 of the dose in mol/kg body weight (higher means more acutely toxic). The drug is NNC(=O)c1ccncc1. (5) The drug is CN1C(C(=O)Nc2ccccn2)=C(OC(=O)C23CC4CC(CC(C4)C2)C3)c2sc(Cl)cc2S1(=O)=O. The rat oral LD50 is 3.73, given as -log10 of the dose in mol/kg body weight (higher means more acutely toxic). (6) The drug is CC(C)(C)C(O)C(=Cc1ccc(Cl)cc1)n1cncn1. The rat oral LD50 is 2.83, given as -log10 of the dose in mol/kg body weight (higher means more acutely toxic). (7) The drug is CC(C)N1CCC(N(C(=O)Cc2ccccc2)c2ccc(Cl)cc2)CC1. The rat oral LD50 is 2.97, given as -log10 of the dose in mol/kg body weight (higher means more acutely toxic). (8) The compound is CC(=Cc1ccccc1)CC(=O)NC1CCCCC1. The rat oral LD50 is 1.93, given as -log10 of the dose in mol/kg body weight (higher means more acutely toxic). (9) The drug is C=C(Cl)CCl. The rat oral LD50 is 2.54, given as -log10 of the dose in mol/kg body weight (higher means more acutely toxic). (10) The molecule is CC(Cc1ccccc1)(NC(=O)CN)c1ccccc1. The rat oral LD50 is 2.56, given as -log10 of the dose in mol/kg body weight (higher means more acutely toxic).